Dataset: Experimentally validated miRNA-target interactions with 360,000+ pairs, plus equal number of negative samples. Task: Binary Classification. Given a miRNA mature sequence and a target amino acid sequence, predict their likelihood of interaction. (1) The miRNA is hsa-miR-5192 with sequence AGGAGAGUGGAUUCCAGGUGGU. The protein sequence of the target gene is MVGVKPVGSDPDFQPELSGAGSRLAVVKFTMRGCGPCLRIAPAFSSMSNKYPQAVFLEVDVHQCQGTAATNNISATPTFLFFRNKVRIDQYQGADAVGLEEKIKQHLENDPGSNEDADIPKGYMDLMPFINKAGCECLNESDEHGFDNCLRKDMSFLESDCDEQLLITVAFNQPVKLYSMKFQGPDNGQGPKYVKIFINLPRSMDFEEAERSEPTQALELTEDDIKEDGIVPLRYVKFQNVNSVTLFVQSNQGEEETTRISYFTFIGTPVQATNMNDFKRVVGKKGESH. Result: 0 (no interaction). (2) The miRNA is hsa-miR-6809-5p with sequence UGGCAAGGAAAGAAGAGGAUCA. Result: 0 (no interaction). The protein sequence of the target gene is MSNIYIQEPPTNGKVLLKTTAGDIDIELWSKEAPKACRNFIQLCLEAYYDNTIFHRVVPGFIVQGGDPTGTGSGGESIYGAPFKDEFHSRLRFNRRGLVAMANAGSHDNGSQFFFTLGRADELNNKHTIFGKVTGDTVYNMLRLSEVDIDDDERPHNPHKIKSCEVLFNPFDDIIPREIKRLKKEKPEEEVKKLKPKGTKNFSLLSFGEEAEEEEEEVNRVSQSMKGKSKSSHDLLKDDPHLSSVPVVESEKGDAPDLVDDGEDESAEHDEYIDGDEKNLMRERIAKKLKKDTSANVKSA.... (3) The miRNA is hsa-miR-4327 with sequence GGCUUGCAUGGGGGACUGG. The protein sequence of the target gene is MEHAFTPLEPLLSTGNLKYCLVILNQPLDNYFRHLWNKALLRACADGGANRLYDITEGERESFLPEFINGDFDSIRPEVREYYATKGCELISTPDQDHTDFTKCLKMLQKKIEEKDLKVDVIVTLGGLAGRFDQIMASVNTLFQATHITPFPIIIIQEESLIYLLQPGKHRLHVDTGMEGDWCGLIPVGQPCMQVTTTGLKWNLTNDVLAFGTLVSTSNTYDGSGVVTVETDHPLLWTMAIKS. Result: 0 (no interaction). (4) The miRNA is hsa-miR-4524a-5p with sequence AUAGCAGCAUGAACCUGUCUCA. The protein sequence of the target gene is MVMAEGTAVLRRNRPGTKAQDFYNWPDESFDEMDSTLAVQQYIQQNIRADCSNIDKILEPPEGQDEGVWKYEHLRQFCLELNGLAVKLQSECHPDTCTQMTATEQWIFLCAAHKTPKECPAIDYTRHTLDGAACLLNSNKYFPSRVSIKESSVAKLGSVCRRIYRIFSHAYFHHRQIFDEYENETFLCHRFTKFVMKYNLMSKDNLIVPILEEEVQNSVSGESEA. Result: 1 (interaction).